From a dataset of Reaction yield outcomes from USPTO patents with 853,638 reactions. Predict the reaction yield, written as a fraction of the theoretical maximum amount of product (1.0 means a 100% yield; for example, 0.34 means a 34% yield). The reactants are [Cl:1][C:2]1[CH:3]=[C:4]([CH:8]([C:20]2([OH:26])[CH2:25][CH2:24][CH2:23][CH2:22][CH2:21]2)[C:9]([N:11]2[CH2:16][CH2:15][N:14](C([O-])=O)[CH2:13][CH2:12]2)=O)[CH:5]=[CH:6][CH:7]=1.B.Cl.CO. The catalyst is O1CCCC1. The product is [Cl:1][C:2]1[CH:3]=[C:4]([CH:8]([C:20]2([OH:26])[CH2:21][CH2:22][CH2:23][CH2:24][CH2:25]2)[CH2:9][N:11]2[CH2:16][CH2:15][NH:14][CH2:13][CH2:12]2)[CH:5]=[CH:6][CH:7]=1. The yield is 0.990.